This data is from Forward reaction prediction with 1.9M reactions from USPTO patents (1976-2016). The task is: Predict the product of the given reaction. (1) The product is: [O:1]1[C:5]2[CH:6]=[CH:7][CH:8]=[CH:9][C:4]=2[N:3]=[C:2]1[N:10]1[C:19]2[C:14](=[CH:15][CH:16]=[C:17]([C:38]3[CH:37]=[N:36][N:35]([CH:54]4[CH2:49][CH2:48]4)[CH:39]=3)[CH:18]=2)[N:13]([C:21]([CH:23]2[CH2:25][CH2:24]2)=[O:22])[C@@H:12]([CH3:26])[CH2:11]1. Given the reactants [O:1]1[C:5]2[CH:6]=[CH:7][CH:8]=[CH:9][C:4]=2[N:3]=[C:2]1[N:10]1[C:19]2[C:14](=[CH:15][CH:16]=[C:17](Br)[CH:18]=2)[N:13]([C:21]([CH:23]2[CH2:25][CH2:24]2)=[O:22])[C@@H:12]([CH3:26])[CH2:11]1.CC1(C)C(C)(C)OB([N:35]2[CH:39]=[CH:38][CH:37]=[N:36]2)O1.C1(P(C2CCCCC2)[C:48]2C=CC=C[C:49]=2[C:54]2C(C(C)C)=CC(C(C)C)=CC=2C(C)C)CCCCC1.C(=O)([O-])[O-].[Cs+].[Cs+], predict the reaction product. (2) Given the reactants [CH:1]1([NH:4][C:5]([C:7]2[CH:8]=[C:9]([CH:14]=[CH:15][N:16]=2)[C:10](OC)=[O:11])=[O:6])[CH2:3][CH2:2]1.[BH4-].[Na+], predict the reaction product. The product is: [CH:1]1([NH:4][C:5]([C:7]2[CH:8]=[C:9]([CH2:10][OH:11])[CH:14]=[CH:15][N:16]=2)=[O:6])[CH2:3][CH2:2]1. (3) Given the reactants [F:1][C:2]1[CH:3]=[C:4]([C:34]2[C:35]([C:40]#[N:41])=[CH:36][CH:37]=[CH:38][CH:39]=2)[CH:5]=[CH:6][C:7]=1[CH2:8][C:9]1[C:10](=[O:33])[N:11]([C@H:21]2[CH2:26][CH2:25][C@H:24]([O:27][CH2:28][C:29]([OH:32])([CH3:31])[CH3:30])[CH2:23][CH2:22]2)[C:12]2[N:13]([N:18]=[CH:19][CH:20]=2)[C:14]=1[CH2:15][CH2:16][CH3:17].C[Si]([N:46]=[N+:47]=[N-:48])(C)C.C([Sn](=O)CCCC)CCC.C1(C)C=CC=CC=1, predict the reaction product. The product is: [F:1][C:2]1[CH:3]=[C:4]([C:34]2[CH:39]=[CH:38][CH:37]=[CH:36][C:35]=2[C:40]2[NH:48][N:47]=[N:46][N:41]=2)[CH:5]=[CH:6][C:7]=1[CH2:8][C:9]1[C:10](=[O:33])[N:11]([C@H:21]2[CH2:26][CH2:25][C@H:24]([O:27][CH2:28][C:29]([OH:32])([CH3:30])[CH3:31])[CH2:23][CH2:22]2)[C:12]2[N:13]([N:18]=[CH:19][CH:20]=2)[C:14]=1[CH2:15][CH2:16][CH3:17]. (4) Given the reactants [Cl:1][C:2]1[CH:3]=[C:4]2[C:9](=[CH:10][CH:11]=1)[C:8](=[O:12])[N:7]([CH3:13])[C:6]([C:14](O)=[O:15])=[C:5]2[O:17][CH3:18].C(Cl)(=O)C(Cl)=O.[BH4-].[Na+].Cl, predict the reaction product. The product is: [Cl:1][C:2]1[CH:3]=[C:4]2[C:9](=[CH:10][CH:11]=1)[C:8](=[O:12])[N:7]([CH3:13])[C:6]([CH2:14][OH:15])=[C:5]2[O:17][CH3:18]. (5) Given the reactants [CH3:1][C:2]1([C:8]2[S:9][CH:10]=[C:11]([C:13](OCC)=[O:14])[N:12]=2)[CH2:7][CH2:6][O:5][CH2:4][CH2:3]1.[Li+].[BH4-].CO, predict the reaction product. The product is: [CH3:1][C:2]1([C:8]2[S:9][CH:10]=[C:11]([CH2:13][OH:14])[N:12]=2)[CH2:7][CH2:6][O:5][CH2:4][CH2:3]1. (6) Given the reactants Br[C:2]1[CH:7]=[C:6]([N+:8]([O-:10])=[O:9])[CH:5]=[CH:4][C:3]=1NC.C[CH2:14][N:15](CC)CC.[CH3:20][C:21]([CH3:25])([CH3:24])[C:22]#[CH:23].N#N, predict the reaction product. The product is: [CH3:20][C:21]([CH3:25])([CH3:24])[C:22]#[C:23][C:2]1[CH:7]=[C:6]([N+:8]([O-:10])=[O:9])[CH:5]=[CH:4][C:3]=1[CH2:14][NH2:15].